This data is from TCR-epitope binding with 47,182 pairs between 192 epitopes and 23,139 TCRs. The task is: Binary Classification. Given a T-cell receptor sequence (or CDR3 region) and an epitope sequence, predict whether binding occurs between them. (1) The epitope is GTITSGWTF. The TCR CDR3 sequence is CSVGLAGVLGNEQFF. Result: 1 (the TCR binds to the epitope). (2) The epitope is TPINLVRDL. The TCR CDR3 sequence is CSVEGASGGFYNEQFF. Result: 1 (the TCR binds to the epitope). (3) Result: 1 (the TCR binds to the epitope). The TCR CDR3 sequence is CATSDSDNPYEQYF. The epitope is TLDSKTQSL.